Task: Predict the product of the given reaction.. Dataset: Forward reaction prediction with 1.9M reactions from USPTO patents (1976-2016) Given the reactants [NH2:1][C:2]1[CH:7]=[CH:6][C:5]([CH:8]([CH3:12])[C:9]([O-:11])=[O:10])=[CH:4][C:3]=1[F:13].[CH3:14][S:15](Cl)(=[O:17])=[O:16].N1C=CC=[CH:21][CH:20]=1, predict the reaction product. The product is: [F:13][C:3]1[CH:4]=[C:5]([CH:8]([CH3:12])[C:9]([O:11][CH2:20][CH3:21])=[O:10])[CH:6]=[CH:7][C:2]=1[NH:1][S:15]([CH3:14])(=[O:17])=[O:16].